This data is from Reaction yield outcomes from USPTO patents with 853,638 reactions. The task is: Predict the reaction yield, written as a fraction of the theoretical maximum amount of product (1.0 means a 100% yield; for example, 0.34 means a 34% yield). (1) The reactants are [C-:1]#[N:2].[K+].[Cl-].[NH4+:5].[C:6]1([CH2:12][CH:13]=O)[CH:11]=[CH:10][CH:9]=[CH:8][CH:7]=1.ClCCl. The catalyst is O.CO. The product is [C:6]1([CH2:12][CH:13]([NH2:5])[C:1]#[N:2])[CH:11]=[CH:10][CH:9]=[CH:8][CH:7]=1. The yield is 0.550. (2) The reactants are Cl[C:2]1[N:7]=[C:6]([NH:8][C@@H:9]2[CH2:14][CH2:13][CH2:12][CH2:11][C@H:10]2[NH:15][S:16]([CH3:19])(=[O:18])=[O:17])[C:5]([Cl:20])=[CH:4][N:3]=1.[NH2:21][C:22]1[C:41]([O:42][CH3:43])=[CH:40][C:25]2[CH2:26][CH2:27][N:28]([CH2:31][C:32]([N:34]3[CH2:39][CH2:38][O:37][CH2:36][CH2:35]3)=[O:33])[CH2:29][CH2:30][C:24]=2[CH:23]=1. No catalyst specified. The product is [Cl:20][C:5]1[C:6]([NH:8][C@@H:9]2[CH2:14][CH2:13][CH2:12][CH2:11][C@H:10]2[NH:15][S:16]([CH3:19])(=[O:18])=[O:17])=[N:7][C:2]([NH:21][C:22]2[C:41]([O:42][CH3:43])=[CH:40][C:25]3[CH2:26][CH2:27][N:28]([CH2:31][C:32]([N:34]4[CH2:39][CH2:38][O:37][CH2:36][CH2:35]4)=[O:33])[CH2:29][CH2:30][C:24]=3[CH:23]=2)=[N:3][CH:4]=1. The yield is 0.710.